This data is from Catalyst prediction with 721,799 reactions and 888 catalyst types from USPTO. The task is: Predict which catalyst facilitates the given reaction. (1) Reactant: C1(COC([NH:11][C@H:12]([C:21]([O:23][CH3:24])=[O:22])[CH2:13][O:14][CH:15]2[CH2:20][CH2:19][O:18][CH2:17][CH2:16]2)=O)C=CC=CC=1. Product: [O:18]1[CH2:17][CH2:16][CH:15]([O:14][CH2:13][C@@H:12]([C:21]([O:23][CH3:24])=[O:22])[NH2:11])[CH2:20][CH2:19]1. The catalyst class is: 50. (2) Reactant: [C:1]([O:5][C:6]([N:8]1[CH2:12][CH2:11][CH2:10][C@H:9]1[C:13]1[CH:18]=[CH:17][C:16](Br)=[CH:15][CH:14]=1)=[O:7])([CH3:4])([CH3:3])[CH3:2].CN(C1CCCCC1)C1CCCCC1.[C:34]([O:38][CH3:39])(=[O:37])[CH:35]=[CH2:36]. Product: [C:1]([O:5][C:6]([N:8]1[CH2:12][CH2:11][CH2:10][C@H:9]1[C:13]1[CH:18]=[CH:17][C:16](/[CH:36]=[CH:35]/[C:34]([O:38][CH3:39])=[O:37])=[CH:15][CH:14]=1)=[O:7])([CH3:4])([CH3:3])[CH3:2]. The catalyst class is: 62. (3) Reactant: FC(F)(F)C(O)=O.[C:8]([O:11][C@H:12]([CH3:43])[CH2:13][CH2:14][CH2:15][CH2:16][N:17]1[C:26](=[O:27])[C:25]2[N:24]([CH3:28])[CH:23]=[N:22][C:21]=2[N:20]([CH2:29][CH2:30][CH2:31][CH2:32][CH2:33][CH2:34][NH:35]C(OC(C)(C)C)=O)[C:18]1=[O:19])(=[O:10])[CH3:9]. Product: [C:8]([O:11][C@H:12]([CH3:43])[CH2:13][CH2:14][CH2:15][CH2:16][N:17]1[C:26](=[O:27])[C:25]2[N:24]([CH3:28])[CH:23]=[N:22][C:21]=2[N:20]([CH2:29][CH2:30][CH2:31][CH2:32][CH2:33][CH2:34][NH2:35])[C:18]1=[O:19])(=[O:10])[CH3:9]. The catalyst class is: 4. (4) Reactant: C(OC([N:8]1[CH2:12][CH2:11][C@H:10]([O:13][C:14]2[CH:15]=[N:16][CH:17]=[C:18]([C:20]3[CH:21]=[C:22]4[C:27](=[CH:28][C:29]=3[F:30])[N:26]([CH3:31])[C:25](=[O:32])[CH2:24][CH2:23]4)[CH:19]=2)[CH2:9]1)=O)(C)(C)C.Cl. Product: [F:30][C:29]1[CH:28]=[C:27]2[C:22]([CH2:23][CH2:24][C:25](=[O:32])[N:26]2[CH3:31])=[CH:21][C:20]=1[C:18]1[CH:17]=[N:16][CH:15]=[C:14]([O:13][C@H:10]2[CH2:11][CH2:12][NH:8][CH2:9]2)[CH:19]=1. The catalyst class is: 5. (5) Reactant: [CH:1]1([C:7]2[C:15]3[C:10](=[CH:11][C:12]([C:16]([O:18][CH3:19])=[O:17])=[CH:13][CH:14]=3)[N:9]([CH2:20][CH:21]([O:24][CH3:25])[O:22][CH3:23])[C:8]=2[C:26]2[CH:31]=[CH:30][CH:29]=[CH:28][C:27]=2[CH:32]=O)[CH2:6][CH2:5][CH2:4][CH2:3][CH2:2]1.Cl.[NH2:35][CH2:36][C:37]([O:39][C:40]([CH3:43])([CH3:42])[CH3:41])=[O:38].[BH-](OC(C)=O)(OC(C)=O)OC(C)=O.[Na+]. Product: [CH:1]1([C:7]2[C:15]3[C:10](=[CH:11][C:12]([C:16]([O:18][CH3:19])=[O:17])=[CH:13][CH:14]=3)[N:9]([CH2:20][CH:21]([O:22][CH3:23])[O:24][CH3:25])[C:8]=2[C:26]2[CH:31]=[CH:30][CH:29]=[CH:28][C:27]=2[CH2:32][NH:35][CH2:36][C:37]([O:39][C:40]([CH3:43])([CH3:42])[CH3:41])=[O:38])[CH2:2][CH2:3][CH2:4][CH2:5][CH2:6]1. The catalyst class is: 26. (6) Reactant: [C:1]1([C:16]2[CH:21]=[CH:20][CH:19]=[CH:18][CH:17]=2)[CH:6]=[CH:5][C:4]([C:7](=O)[CH2:8][N:9]2[CH2:14][CH2:13][O:12][CH2:11][CH2:10]2)=[CH:3][CH:2]=1.CN.[C:24]([BH3-])#[N:25].[Na+].C(O)(=O)C. Product: [C:1]1([C:16]2[CH:21]=[CH:20][CH:19]=[CH:18][CH:17]=2)[CH:6]=[CH:5][C:4]([CH:7]([NH:25][CH3:24])[CH2:8][N:9]2[CH2:14][CH2:13][O:12][CH2:11][CH2:10]2)=[CH:3][CH:2]=1. The catalyst class is: 56. (7) Reactant: [NH2:1][C:2]1[CH:7]=[CH:6][C:5]([S:8]([NH:11][C:12]([CH3:15])([CH3:14])[CH3:13])(=[O:10])=[O:9])=[CH:4][CH:3]=1.C1C(=O)N([Br:23])C(=O)C1. Product: [NH2:1][C:2]1[CH:7]=[CH:6][C:5]([S:8]([NH:11][C:12]([CH3:15])([CH3:14])[CH3:13])(=[O:10])=[O:9])=[CH:4][C:3]=1[Br:23]. The catalyst class is: 2. (8) Reactant: Br[C:2]1[N:11]=[CH:10][CH:9]=[CH:8][C:3]=1[C:4]([O:6][CH3:7])=[O:5].[Cl:12][C:13]1[CH:18]=[C:17](B2OC(C)(C)C(C)(C)O2)[CH:16]=[CH:15][N:14]=1.C([O-])([O-])=O.[K+].[K+].O. Product: [CH3:7][O:6][C:4]([C:3]1[C:2]([C:17]2[CH:16]=[CH:15][N:14]=[C:13]([Cl:12])[CH:18]=2)=[N:11][CH:10]=[CH:9][CH:8]=1)=[O:5]. The catalyst class is: 184. (9) Reactant: C(N(CC)CC)C.[CH2:8]([N:10]1[CH2:15][CH2:14][N:13](C(OC(C)(C)C)=O)[C@@H:12]([C:23]([N:25]2[CH2:30][CH2:29][NH:28][CH2:27][CH2:26]2)=[O:24])[CH2:11]1)[CH3:9].[Cl:31][C:32]1[CH:37]=[CH:36][C:35]([N:38]=[C:39]=[O:40])=[CH:34][CH:33]=1.CO. Product: [Cl:31][C:32]1[CH:37]=[CH:36][C:35]([NH:38][C:39]([N:28]2[CH2:27][CH2:26][N:25]([C:23]([C@H:12]3[CH2:11][N:10]([CH2:8][CH3:9])[CH2:15][CH2:14][NH:13]3)=[O:24])[CH2:30][CH2:29]2)=[O:40])=[CH:34][CH:33]=1. The catalyst class is: 4. (10) Reactant: [Cl:1][C:2]1[CH:3]=[CH:4][C:5]([N+:11]([O-:13])=[O:12])=[C:6]([CH:10]=1)[C:7]([OH:9])=[O:8].CO[C:16](=O)[C:17]1C=C(N(CCC)CCC)C=CC=1N.S(Cl)(Cl)=O. Product: [CH2:16]([O:8][C:7](=[O:9])[C:6]1[CH:10]=[C:2]([Cl:1])[CH:3]=[CH:4][C:5]=1[N+:11]([O-:13])=[O:12])[CH3:17]. The catalyst class is: 8.